This data is from hERG potassium channel inhibition data for cardiac toxicity prediction from Karim et al.. The task is: Regression/Classification. Given a drug SMILES string, predict its toxicity properties. Task type varies by dataset: regression for continuous values (e.g., LD50, hERG inhibition percentage) or binary classification for toxic/non-toxic outcomes (e.g., AMES mutagenicity, cardiotoxicity, hepatotoxicity). Dataset: herg_karim. (1) The drug is COc1ccc(-c2noc(C3=CC4(CCN(C(=O)[C@@H]5CCCN5C)CC4)c4ccccc43)n2)cc1. The result is 0 (non-blocker). (2) The molecule is CNc1noc2c(-c3ccc4c(N5CCOC[C@@H]5C)nncc4c3)c(C)ccc12. The result is 0 (non-blocker). (3) The molecule is COC(=O)N1Cc2cc(Cl)ccc2-n2c(nnc2C2CCN(c3ccccn3)CC2)C1. The result is 0 (non-blocker). (4) The molecule is Cc1nc(C)c(-c2nnc(SCCCN3C[C@H]4C[C@@]4(c4ccc(C(F)(F)F)cc4)C3)n2C)s1. The result is 1 (blocker). (5) The molecule is Nc1ccc(-c2cc[nH]n2)cc1NC(=O)c1ccc(N2CCC3(CCNC3)CC2)nc1. The result is 0 (non-blocker). (6) The drug is N#Cc1ccc2ccc(=O)n(CCN3CC[C@@H](NCc4cc5c(cn4)OCCO5)[C@@H](F)C3)c2c1. The result is 0 (non-blocker). (7) The compound is O=S(=O)(c1cccc(F)c1)c1ccc2c3c(oc2c1)C1(CCOCC1)NCC3. The result is 0 (non-blocker).